Dataset: Full USPTO retrosynthesis dataset with 1.9M reactions from patents (1976-2016). Task: Predict the reactants needed to synthesize the given product. Given the product [Cl:29][C:30]1[CH:35]=[CH:34][C:33]([O:28][CH:26]([C:9]2[C:10]([CH3:25])=[N:11][C:12]3[C:17]([C:8]=2[C:5]2[CH:4]=[CH:3][C:2]([F:1])=[CH:7][CH:6]=2)=[CH:16][C:15]([N:18]2[CH2:23][CH2:22][N:21]([CH3:24])[CH2:20][CH2:19]2)=[CH:14][CH:13]=3)[CH3:27])=[CH:32][CH:31]=1, predict the reactants needed to synthesize it. The reactants are: [F:1][C:2]1[CH:7]=[CH:6][C:5]([C:8]2[C:17]3[C:12](=[CH:13][CH:14]=[C:15]([N:18]4[CH2:23][CH2:22][N:21]([CH3:24])[CH2:20][CH2:19]4)[CH:16]=3)[N:11]=[C:10]([CH3:25])[C:9]=2[CH:26]([OH:28])[CH3:27])=[CH:4][CH:3]=1.[Cl:29][C:30]1[CH:35]=[CH:34][C:33](O)=[CH:32][CH:31]=1.C1(P(C2C=CC=CC=2)C2C=CC=CC=2)C=CC=CC=1.CCOC(/N=N/C(OCC)=O)=O.